From a dataset of Retrosynthesis with 50K atom-mapped reactions and 10 reaction types from USPTO. Predict the reactants needed to synthesize the given product. (1) The reactants are: CCCCCC=O.NC(=O)c1ccc(Oc2ccc(C3CCCNC3)cc2)nc1. Given the product CCCCCCN1CCCC(c2ccc(Oc3ccc(C(N)=O)cn3)cc2)C1, predict the reactants needed to synthesize it. (2) Given the product N#Cc1ccc(C#N)c(COc2cccc(-c3c(Cc4ccccc4)cnc4c(C(F)(F)F)cccc34)c2)c1, predict the reactants needed to synthesize it. The reactants are: N#Cc1ccc(C#N)c(CBr)c1.Oc1cccc(-c2c(Cc3ccccc3)cnc3c(C(F)(F)F)cccc23)c1.